Task: Predict the product of the given reaction.. Dataset: Forward reaction prediction with 1.9M reactions from USPTO patents (1976-2016) (1) Given the reactants [CH:1]([O:4][C:5]1[CH:10]=[CH:9][C:8]([C:11]2[NH:12][C:13](=O)[C:14]3[C:19]([CH:20]=2)=[CH:18][C:17]([O:21][CH3:22])=[CH:16][CH:15]=3)=[CH:7][CH:6]=1)([CH3:3])[CH3:2].O=P(Cl)(Cl)[Cl:26], predict the reaction product. The product is: [Cl:26][C:13]1[C:14]2[C:19](=[CH:18][C:17]([O:21][CH3:22])=[CH:16][CH:15]=2)[CH:20]=[C:11]([C:8]2[CH:9]=[CH:10][C:5]([O:4][CH:1]([CH3:3])[CH3:2])=[CH:6][CH:7]=2)[N:12]=1. (2) Given the reactants [CH3:1][C:2]([CH3:32])([CH3:31])[C:3](=[O:30])[CH2:4][O:5][C:6]1[CH:11]=[CH:10][C:9]([C:12]([C:17]2[CH:18]=[CH:19][C:20]3[O:24][C:23]([C:25](O)=[O:26])=[CH:22][C:21]=3[CH:28]=2)([CH2:15][CH3:16])[CH2:13][CH3:14])=[CH:8][C:7]=1[CH3:29].C(Cl)CCl.Cl.C[O:39][C:40](=[O:43])[CH2:41][NH2:42], predict the reaction product. The product is: [CH3:32][C:2]([CH3:1])([CH3:31])[C:3](=[O:30])[CH2:4][O:5][C:6]1[CH:11]=[CH:10][C:9]([C:12]([C:17]2[CH:18]=[CH:19][C:20]3[O:24][C:23]([C:25]([NH:42][CH2:41][C:40]([OH:39])=[O:43])=[O:26])=[CH:22][C:21]=3[CH:28]=2)([CH2:15][CH3:16])[CH2:13][CH3:14])=[CH:8][C:7]=1[CH3:29]. (3) Given the reactants [C:1]([O:5][C:6](=[O:21])[NH:7][C@H:8]1[CH2:12][CH2:11][N:10]([C:13]2[CH:18]=[CH:17][C:16]([OH:19])=[CH:15][CH:14]=2)[C:9]1=[O:20])([CH3:4])([CH3:3])[CH3:2].[F:22][C:23]1[CH:30]=[CH:29][C:26]([CH2:27]Br)=[CH:25][CH:24]=1.C(=O)([O-])[O-].[K+].[K+], predict the reaction product. The product is: [C:1]([O:5][C:6](=[O:21])[NH:7][C@H:8]1[CH2:12][CH2:11][N:10]([C:13]2[CH:14]=[CH:15][C:16]([O:19][CH2:27][C:26]3[CH:29]=[CH:30][C:23]([F:22])=[CH:24][CH:25]=3)=[CH:17][CH:18]=2)[C:9]1=[O:20])([CH3:4])([CH3:2])[CH3:3]. (4) Given the reactants Cl.[S:2]1[C:6]2[CH2:7][CH2:8][CH2:9][C:5]=2[N:4]=[C:3]1[NH2:10].[C:11]12([C:21](Cl)=[O:22])[CH2:20][CH:15]3[CH2:16][CH:17]([CH2:19][CH:13]([CH2:14]3)[CH2:12]1)[CH2:18]2.C(N(CC)CC)C, predict the reaction product. The product is: [S:2]1[C:6]2[CH2:7][CH2:8][CH2:9][C:5]=2[N:4]=[C:3]1[NH:10][C:21]([C:11]12[CH2:20][CH:15]3[CH2:14][CH:13]([CH2:19][CH:17]([CH2:16]3)[CH2:18]1)[CH2:12]2)=[O:22]. (5) Given the reactants [CH2:1]([N:8]1[CH2:13][CH2:12][CH:11]([NH2:14])[CH2:10][CH2:9]1)[C:2]1[CH:7]=[CH:6][CH:5]=[CH:4][CH:3]=1.[CH3:15][N:16]([CH2:18][C:19](O)=[O:20])[CH3:17].ON1C2C=CC=CC=2N=N1.C(N(CC)CC)C.Cl.C(N=C=NCCCN(C)C)C.C(=O)([O-])O.[Na+], predict the reaction product. The product is: [CH2:1]([N:8]1[CH2:13][CH2:12][CH:11]([NH:14][C:19](=[O:20])[CH2:18][N:16]([CH3:17])[CH3:15])[CH2:10][CH2:9]1)[C:2]1[CH:3]=[CH:4][CH:5]=[CH:6][CH:7]=1. (6) Given the reactants Br[C:2]1[CH:3]=[C:4]2[C:9](=[N:10][C:11]=1[CH:12]([O:15][CH3:16])[O:13][CH3:14])[N:8]([C:17]([NH:19][C:20]1[CH:25]=[CH:24][C:23]([C:26]#N)=[CH:22][N:21]=1)=[O:18])[CH2:7][CH2:6][CH2:5]2.[Li][CH2:29][CH2:30][CH2:31][CH3:32].[BH4-].[Na+].C1C[O:38]CC1, predict the reaction product. The product is: [CH3:14][O:13][CH:12]([O:15][CH3:16])[C:11]1[N:10]=[C:9]2[C:4]([CH2:5][CH2:6][CH2:7][N:8]2[C:17]([NH:19][C:20]2[CH:25]=[CH:24][C:23]([CH:26]([OH:38])[CH2:29][CH2:30][CH2:31][CH3:32])=[CH:22][N:21]=2)=[O:18])=[CH:3][CH:2]=1. (7) Given the reactants [Si:1]([O:8][C@@H:9]([C@H:14]1[CH2:18][O:17][C:16]([CH3:20])([CH3:19])[O:15]1)[C@@H:10]([CH3:13])[CH2:11]O)([C:4]([CH3:7])([CH3:6])[CH3:5])([CH3:3])[CH3:2].CC(OC(/N=N/C(OC(C)C)=O)=O)C.C1C=CC(P(C2C=CC=CC=2)C2C=CC=CC=2)=CC=1.C1C=CC(P([N:68]=[N+:69]=[N-:70])(C2C=CC=CC=2)=O)=CC=1, predict the reaction product. The product is: [N:68]([CH2:11][C@H:10]([CH3:13])[C@H:9]([C@H:14]1[CH2:18][O:17][C:16]([CH3:20])([CH3:19])[O:15]1)[O:8][Si:1]([C:4]([CH3:7])([CH3:6])[CH3:5])([CH3:3])[CH3:2])=[N+:69]=[N-:70]. (8) Given the reactants [N+:1]([C:4]([CH2:9][CH2:10][C:11]1[CH:16]=[CH:15][CH:14]=[CH:13][CH:12]=1)([CH2:7][OH:8])[CH2:5][OH:6])([O-:3])=[O:2].CO[C:19](OC)([CH3:21])[CH3:20].O.C1(C)C=CC(S(O)(=O)=O)=CC=1, predict the reaction product. The product is: [CH3:20][C:19]1([CH3:21])[O:8][CH2:7][C:4]([N+:1]([O-:3])=[O:2])([CH2:9][CH2:10][C:11]2[CH:12]=[CH:13][CH:14]=[CH:15][CH:16]=2)[CH2:5][O:6]1. (9) Given the reactants [CH3:1][C:2]1[N:3]=[C:4]2[N:9]=CC=C[N:5]2[C:10]=1[C:11]1[CH:16]=[CH:15][C:14]([C:17]([F:20])([F:19])[F:18])=[CH:13][CH:12]=1.NO, predict the reaction product. The product is: [CH3:1][C:2]1[N:3]=[C:4]([NH2:9])[NH:5][C:10]=1[C:11]1[CH:12]=[CH:13][C:14]([C:17]([F:20])([F:18])[F:19])=[CH:15][CH:16]=1. (10) Given the reactants [C:1]([O:9][CH2:10][C@@H:11]1[C@@H:15]([O:16][C:17](=[O:24])[C:18]2[CH:23]=[CH:22][CH:21]=[CH:20][CH:19]=2)[C@:14]([F:26])([CH3:25])[C:13](=[O:27])[O:12]1)(=[O:8])[C:2]1[CH:7]=[CH:6][CH:5]=[CH:4][CH:3]=1.[H-].C(O[Al](OC(C)(C)C)OC(C)(C)C)(C)(C)C.[Li+], predict the reaction product. The product is: [C:1]([O:9][CH2:10][C@@H:11]1[C@@H:15]([O:16][C:17](=[O:24])[C:18]2[CH:19]=[CH:20][CH:21]=[CH:22][CH:23]=2)[C@:14]([F:26])([CH3:25])[CH:13]([OH:27])[O:12]1)(=[O:8])[C:2]1[CH:7]=[CH:6][CH:5]=[CH:4][CH:3]=1.